Dataset: Full USPTO retrosynthesis dataset with 1.9M reactions from patents (1976-2016). Task: Predict the reactants needed to synthesize the given product. (1) Given the product [F:1][C:2]([F:7])([F:6])[C:3]([O-:5])=[O:4].[OH:15][C@H:16]1[CH2:20][CH2:19][N:18]([CH2:21][C@H:22]([C:23]2[CH:28]=[CH:27][CH:26]=[C:25]([O:29][CH3:30])[CH:24]=2)[NH2+:31][CH3:32])[CH2:17]1, predict the reactants needed to synthesize it. The reactants are: [F:1][C:2]([F:7])([F:6])[C:3]([OH:5])=[O:4].[Si]([O:15][C@H:16]1[CH2:20][CH2:19][N:18]([CH2:21][C@@H:22]([N:31](C)[C:32](=O)OC(C)(C)C)[C:23]2[CH:28]=[CH:27][CH:26]=[C:25]([O:29][CH3:30])[CH:24]=2)[CH2:17]1)(C(C)(C)C)(C)C. (2) Given the product [CH2:1]([N:8]1[C:12]([CH2:13][OH:14])=[CH:11][C:10]([O:17][CH2:18][CH2:19][CH3:20])=[N:9]1)[C:2]1[CH:3]=[CH:4][CH:5]=[CH:6][CH:7]=1, predict the reactants needed to synthesize it. The reactants are: [CH2:1]([N:8]1[C:12]([C:13](OC)=[O:14])=[CH:11][C:10]([O:17][CH2:18][CH2:19][CH3:20])=[N:9]1)[C:2]1[CH:7]=[CH:6][CH:5]=[CH:4][CH:3]=1.[H-].[Al+3].[Li+].[H-].[H-].[H-].O.O.O.O.O.O.O.O.O.O.S([O-])([O-])(=O)=O.[Na+].[Na+].